Predict which catalyst facilitates the given reaction. From a dataset of Catalyst prediction with 721,799 reactions and 888 catalyst types from USPTO. (1) Reactant: [CH2:1]([NH:3][CH2:4]C)C.CO.Cl[C:9]1[N:10]=[CH:11][C:12]([C:15]([O:17][CH3:18])=[O:16])=[N:13][CH:14]=1. Product: [CH3:1][N:3]([CH3:4])[C:9]1[N:10]=[CH:11][C:12]([C:15]([O:17][CH3:18])=[O:16])=[N:13][CH:14]=1. The catalyst class is: 12. (2) Reactant: [F:1][C:2]([F:13])([F:12])[CH2:3][CH:4]1[NH:9][C:8](=O)[CH2:7][NH:6][C:5]1=O.[H-].[H-].[H-].[H-].[Li+].[Al+3].[OH-].[Na+]. Product: [F:13][C:2]([F:1])([F:12])[CH2:3][CH:4]1[CH2:5][NH:6][CH2:7][CH2:8][NH:9]1. The catalyst class is: 6. (3) Product: [NH2:20][C:19]1[C:6]([C:5]2[CH:4]=[CH:3][C:2]([F:1])=[CH:22][CH:21]=2)=[N:7][S:30][C:31]=1[C:32]([O:34][CH2:35][CH3:36])=[O:33]. Reactant: [F:1][C:2]1[CH:22]=[CH:21][C:5]([C:6]([C:19]#[N:20])=[N:7]OS(C2C=CC(C)=CC=2)(=O)=O)=[CH:4][CH:3]=1.C(N(CC)CC)C.[SH:30][CH2:31][C:32]([O:34][CH2:35][CH3:36])=[O:33]. The catalyst class is: 5. (4) Reactant: [CH2:1]([O:8][CH2:9][C@H:10]1[CH2:12][O:11]1)[C:2]1[CH:7]=[CH:6][CH:5]=[CH:4][CH:3]=1.[NH4+].[Cl-].[N-:15]=[N+:16]=[N-:17].[Na+]. Product: [N:15]([CH2:12][C@@H:10]([OH:11])[CH2:9][O:8][CH2:1][C:2]1[CH:7]=[CH:6][CH:5]=[CH:4][CH:3]=1)=[N+:16]=[N-:17]. The catalyst class is: 24. (5) Reactant: [CH2:1]([N:8]([CH2:13][CH2:14][C:15]([C:27]1[CH:32]=[CH:31][C:30]([Cl:33])=[C:29]([Cl:34])[CH:28]=1)([OH:26])[CH2:16][O:17][C:18]1[CH:23]=[CH:22][C:21]([O:24][CH3:25])=[CH:20][CH:19]=1)[C:9](=[O:12])[CH2:10]Cl)[C:2]1[CH:7]=[CH:6][CH:5]=[CH:4][CH:3]=1.CC(C)([O-])C.[Na+].O. Product: [CH2:1]([N:8]1[CH2:13][CH2:14][C:15]([C:27]2[CH:32]=[CH:31][C:30]([Cl:33])=[C:29]([Cl:34])[CH:28]=2)([CH2:16][O:17][C:18]2[CH:23]=[CH:22][C:21]([O:24][CH3:25])=[CH:20][CH:19]=2)[O:26][CH2:10][C:9]1=[O:12])[C:2]1[CH:7]=[CH:6][CH:5]=[CH:4][CH:3]=1. The catalyst class is: 1. (6) Reactant: [C:1]([C:3]1[C:8]2[N:9]=[N:10][N:11]([CH3:12])[C:7]=2[CH:6]=[C:5]([C:13]2[CH:34]=[CH:33][C:16]([O:17][CH2:18][CH2:19][CH:20]3[CH2:25][CH2:24][N:23](C(OC(C)(C)C)=O)[CH2:22][CH2:21]3)=[C:15]([C:35]([F:38])([F:37])[F:36])[CH:14]=2)[N:4]=1)#[N:2].[C:39]([OH:45])([C:41]([F:44])([F:43])[F:42])=[O:40]. Product: [OH:45][C:39]([C:41]([F:44])([F:43])[F:42])=[O:40].[CH3:12][N:11]1[C:7]2[CH:6]=[C:5]([C:13]3[CH:34]=[CH:33][C:16]([O:17][CH2:18][CH2:19][CH:20]4[CH2:21][CH2:22][NH:23][CH2:24][CH2:25]4)=[C:15]([C:35]([F:38])([F:37])[F:36])[CH:14]=3)[N:4]=[C:3]([C:1]#[N:2])[C:8]=2[N:9]=[N:10]1. The catalyst class is: 643. (7) Reactant: O.[OH-].[Li+].[CH2:4]([O:11][C:12]1[CH:13]=[C:14]([CH:19]=[C:20]([O:22][C@@H:23]([CH3:36])[CH2:24][O:25][Si:26]([CH:33]([CH3:35])[CH3:34])([CH:30]([CH3:32])[CH3:31])[CH:27]([CH3:29])[CH3:28])[CH:21]=1)[C:15]([O:17]C)=[O:16])[C:5]1[CH:10]=[CH:9][CH:8]=[CH:7][CH:6]=1. Product: [CH2:4]([O:11][C:12]1[CH:13]=[C:14]([CH:19]=[C:20]([O:22][C@@H:23]([CH3:36])[CH2:24][O:25][Si:26]([CH:30]([CH3:32])[CH3:31])([CH:27]([CH3:29])[CH3:28])[CH:33]([CH3:35])[CH3:34])[CH:21]=1)[C:15]([OH:17])=[O:16])[C:5]1[CH:6]=[CH:7][CH:8]=[CH:9][CH:10]=1. The catalyst class is: 90. (8) Reactant: [OH:1]/[N:2]=[C:3](\[NH2:17])/[C:4]1[CH:9]=[CH:8][C:7]([O:10][C:11]2[CH:12]=[N:13][CH:14]=[CH:15][CH:16]=2)=[CH:6][CH:5]=1.CN(C)N1C=CC=CC1.[CH2:27]([O:34][C:35]1[CH:43]=[CH:42][C:38]([C:39](Cl)=O)=[CH:37][CH:36]=1)[C:28]1[CH:33]=[CH:32][CH:31]=[CH:30][CH:29]=1. Product: [CH2:27]([O:34][C:35]1[CH:36]=[CH:37][C:38]([C:39]2[O:1][N:2]=[C:3]([C:4]3[CH:5]=[CH:6][C:7]([O:10][C:11]4[CH:12]=[N:13][CH:14]=[CH:15][CH:16]=4)=[CH:8][CH:9]=3)[N:17]=2)=[CH:42][CH:43]=1)[C:28]1[CH:29]=[CH:30][CH:31]=[CH:32][CH:33]=1. The catalyst class is: 17.